The task is: Predict which catalyst facilitates the given reaction.. This data is from Catalyst prediction with 721,799 reactions and 888 catalyst types from USPTO. (1) Reactant: [CH3:1][N:2]1[CH2:25][CH2:24][C:5]2[N:6]([CH2:14][C:15]3([C:18]4[CH:23]=[CH:22][N:21]=[CH:20][CH:19]=4)[CH2:17][O:16]3)[C:7]3[CH:8]=[CH:9][C:10]([CH3:13])=[CH:11][C:12]=3[C:4]=2[CH2:3]1.[CH3:26][NH:27][CH3:28]. Product: [CH3:1][N:2]1[CH2:25][CH2:24][C:5]2[N:6]([CH2:14][C:15]([C:18]3[CH:19]=[CH:20][N:21]=[CH:22][CH:23]=3)([OH:16])[CH2:17][N:27]([CH3:28])[CH3:26])[C:7]3[CH:8]=[CH:9][C:10]([CH3:13])=[CH:11][C:12]=3[C:4]=2[CH2:3]1. The catalyst class is: 1. (2) Reactant: [C:1]([C:5]1[CH:10]=[C:9](Br)[C:8]([N+:12]([O-:14])=[O:13])=[CH:7][C:6]=1[O:15][CH3:16])([CH3:4])([CH3:3])[CH3:2].[F-:17].[K+].[K+].[Br-].Cl[C:22]([F:28])([F:27])C(OC)=O. Product: [C:1]([C:5]1[CH:10]=[C:9]([C:22]([F:28])([F:17])[F:27])[C:8]([N+:12]([O-:14])=[O:13])=[CH:7][C:6]=1[O:15][CH3:16])([CH3:4])([CH3:3])[CH3:2]. The catalyst class is: 580. (3) Reactant: [O:1]1[CH2:5][CH2:4][C@@H:3]([CH2:6][OH:7])[CH2:2]1.ClC1N=C2C(N=CN2CC2CCOCC2)=C(Cl)N=1.C(N(CC)CC)C.[CH3:33][S:34](Cl)(=[O:36])=[O:35]. Product: [CH3:33][S:34]([O:7][CH2:6][CH:3]1[CH2:4][CH2:5][O:1][CH2:2]1)(=[O:36])=[O:35]. The catalyst class is: 4. (4) Reactant: Cl[C:2]1[C:11]2=[N:12][N:13](CC3C=CC(OC)=CC=3)[CH:14]=[C:10]2[C:9]2[CH:8]=[C:7]([O:24][CH3:25])[CH:6]=[CH:5][C:4]=2[N:3]=1.[NH2:26][C:27]1[CH:28]=[C:29]2[C:34](=[CH:35][CH:36]=1)[CH:33]=[C:32]([C:37]([OH:39])=[O:38])[CH:31]=[CH:30]2.Cl. Product: [CH3:25][O:24][C:7]1[CH:6]=[CH:5][C:4]2[N:3]=[C:2]([NH:26][C:27]3[CH:28]=[C:29]4[C:34](=[CH:35][CH:36]=3)[CH:33]=[C:32]([C:37]([OH:39])=[O:38])[CH:31]=[CH:30]4)[C:11]3=[N:12][NH:13][CH:14]=[C:10]3[C:9]=2[CH:8]=1. The catalyst class is: 71. (5) Reactant: [CH2:1]([C:4]1[C:12]2[O:11][N:10]=[C:9]([C:13]([F:16])([F:15])[F:14])[C:8]=2[CH:7]=[CH:6][C:5]=1[O:17][CH2:18][CH2:19][CH2:20][NH:21][CH2:22][CH3:23])[CH2:2][CH3:3].[CH3:24][N:25]=[C:26]=[O:27]. Product: [CH3:24][NH:25][C:26](=[O:27])[N:21]([CH2:22][CH3:23])[CH2:20][CH2:19][CH2:18][O:17][C:5]1[CH:6]=[CH:7][C:8]2[C:9]([C:13]([F:15])([F:14])[F:16])=[N:10][O:11][C:12]=2[C:4]=1[CH2:1][CH2:2][CH3:3]. The catalyst class is: 17. (6) Reactant: [CH3:1][C:2]1[CH:7]=[C:6]([N+:8]([O-:10])=[O:9])[C:5]([O:11][CH2:12][CH3:13])=[CH:4][C:3]=1F.Cl.[CH3:16][S:17]([CH2:20][CH2:21][CH:22]1[CH2:27][CH2:26][NH:25][CH2:24][CH2:23]1)(=[O:19])=[O:18].C([O-])([O-])=O.[K+].[K+].CS(C)=O. Product: [CH2:12]([O:11][C:5]1[C:6]([N+:8]([O-:10])=[O:9])=[CH:7][C:2]([CH3:1])=[C:3]([N:25]2[CH2:26][CH2:27][CH:22]([CH2:21][CH2:20][S:17]([CH3:16])(=[O:19])=[O:18])[CH2:23][CH2:24]2)[CH:4]=1)[CH3:13]. The catalyst class is: 795. (7) Reactant: Cl[C:2]1[CH:15]=[CH:14][C:13]2[C:4](=[C:5]3[C:10](=[CH:11][CH:12]=2)[CH:9]=[CH:8][C:7]([Cl:16])=[N:6]3)[N:3]=1.[C:17]1(B(O)O)[CH:22]=[CH:21][CH:20]=[CH:19][CH:18]=1.C([O-])([O-])=O.[Na+].[Na+].CCO. Product: [Cl:16][C:7]1[CH:8]=[CH:9][C:10]2[C:5](=[C:4]3[C:13](=[CH:12][CH:11]=2)[CH:14]=[CH:15][C:2]([C:17]2[CH:22]=[CH:21][CH:20]=[CH:19][CH:18]=2)=[N:3]3)[N:6]=1. The catalyst class is: 11. (8) Reactant: [Cl:1][C:2]1[CH:3]=[C:4]([NH:17][C:18]2[C:27]3[C:22](=[CH:23][CH:24]=[C:25]([C:28]4[O:32][C:31]([CH:33]=O)=[CH:30][CH:29]=4)[CH:26]=3)[N:21]=[CH:20][N:19]=2)[CH:5]=[CH:6][C:7]=1[O:8][CH2:9][C:10]1[CH:15]=[CH:14][CH:13]=[C:12]([F:16])[CH:11]=1.[NH2:35][CH2:36][CH2:37][S:38]([CH3:41])(=[O:40])=[O:39].O.[C:43]1([CH3:53])[CH:48]=[CH:47][C:46]([S:49]([OH:52])(=[O:51])=[O:50])=[CH:45][CH:44]=1. Product: [CH3:53][C:43]1[CH:44]=[CH:45][C:46]([S:49]([O-:52])(=[O:51])=[O:50])=[CH:47][CH:48]=1.[CH3:41][S:38]([CH2:37][CH2:36][NH:35][CH2:33][C:31]1[O:32][C:28]([C:25]2[CH:24]=[CH:23][C:22]3[N:21]=[CH:20][N:19]=[C:18]([NH:17][C:4]4[CH:5]=[CH:6][C:7]([O:8][CH2:9][C:10]5[CH:15]=[CH:14][CH:13]=[C:12]([F:16])[CH:11]=5)=[C:2]([Cl:1])[CH:3]=4)[C:27]=3[CH:26]=2)=[CH:29][CH:30]=1)(=[O:40])=[O:39]. The catalyst class is: 886.